From a dataset of Forward reaction prediction with 1.9M reactions from USPTO patents (1976-2016). Predict the product of the given reaction. (1) Given the reactants [C:9](O[C:9]([O:11][C:12]([CH3:15])([CH3:14])[CH3:13])=[O:10])([O:11][C:12]([CH3:15])([CH3:14])[CH3:13])=[O:10].Cl.[CH3:17][O:18][C:19](=[O:32])[C@H:20]([CH2:22][C:23]1[C:31]2[C:26](=[CH:27][CH:28]=[CH:29][CH:30]=2)[NH:25][CH:24]=1)[NH2:21].C(=O)([O-])O.[Na+], predict the reaction product. The product is: [CH3:17][O:18][C:19](=[O:32])[C@@H:20]([NH:21][C:9]([O:11][C:12]([CH3:13])([CH3:14])[CH3:15])=[O:10])[CH2:22][C:23]1[C:31]2[C:26](=[CH:27][CH:28]=[CH:29][CH:30]=2)[NH:25][CH:24]=1. (2) Given the reactants F[C:2]1[C:11]([N+:12]([O-:14])=[O:13])=[CH:10][CH:9]=[C:8]([F:15])[C:3]=1[C:4]([O:6][CH3:7])=[O:5].[CH3:16][OH:17].C[O-].[Na+], predict the reaction product. The product is: [F:15][C:8]1[C:3]([C:4]([O:6][CH3:7])=[O:5])=[C:2]([O:17][CH3:16])[C:11]([N+:12]([O-:14])=[O:13])=[CH:10][CH:9]=1. (3) Given the reactants [CH3:1][N:2]1[C:7]([CH3:8])=[CH:6][C:5](=[O:9])[N:4]([CH3:10])[C:3]1=[O:11].[C:12](Cl)(=[O:14])[CH3:13], predict the reaction product. The product is: [C:12]([C:6]1[C:5](=[O:9])[N:4]([CH3:10])[C:3](=[O:11])[N:2]([CH3:1])[C:7]=1[CH3:8])(=[O:14])[CH3:13]. (4) Given the reactants [CH3:1][N:2]([CH3:11])[C:3]1[CH:10]=[CH:9][C:6]([CH:7]=O)=[CH:5][CH:4]=1.[CH:12]([C:15]1[CH:21]=[CH:20][C:18]([NH2:19])=[CH:17][CH:16]=1)([CH3:14])[CH3:13].C(O[BH-](OC(=O)C)OC(=O)C)(=O)C.[Na+].[NH4+].[Cl-].CCOC(C)=O, predict the reaction product. The product is: [CH3:1][N:2]([CH3:11])[C:3]1[CH:10]=[CH:9][C:6]([CH2:7][NH:19][C:18]2[CH:20]=[CH:21][C:15]([CH:12]([CH3:14])[CH3:13])=[CH:16][CH:17]=2)=[CH:5][CH:4]=1. (5) Given the reactants F[C:2]1[CH:13]=[CH:12][C:5]2[C:6](=[O:11])[N:7]([CH3:10])[CH2:8][O:9][C:4]=2[CH:3]=1.[OH:14][C:15]1[CH:16]=[C:17]([CH:28]=[C:29]([O:31][C@H:32]2[CH2:36][CH2:35][O:34][CH2:33]2)[CH:30]=1)[C:18]([NH:20][C:21]1[CH:26]=[N:25][C:24]([CH3:27])=[CH:23][N:22]=1)=[O:19], predict the reaction product. The product is: [CH3:10][N:7]1[C:6](=[O:11])[C:5]2[CH:12]=[CH:13][C:2]([O:14][C:15]3[CH:16]=[C:17]([CH:28]=[C:29]([O:31][C@H:32]4[CH2:36][CH2:35][O:34][CH2:33]4)[CH:30]=3)[C:18]([NH:20][C:21]3[CH:26]=[N:25][C:24]([CH3:27])=[CH:23][N:22]=3)=[O:19])=[CH:3][C:4]=2[O:9][CH2:8]1.